From a dataset of Reaction yield outcomes from USPTO patents with 853,638 reactions. Predict the reaction yield, written as a fraction of the theoretical maximum amount of product (1.0 means a 100% yield; for example, 0.34 means a 34% yield). (1) The reactants are [F:1][C:2]1[CH:7]=[CH:6][C:5]([C:8]2[S:9][C:10]3[N:11]=[C:12]([CH3:18])[NH:13][C:14](=O)[C:15]=3[N:16]=2)=[CH:4][CH:3]=1.C(N(C(C)C)CC)(C)C.O=P(Cl)(Cl)[Cl:30]. No catalyst specified. The product is [Cl:30][C:14]1[C:15]2[N:16]=[C:8]([C:5]3[CH:6]=[CH:7][C:2]([F:1])=[CH:3][CH:4]=3)[S:9][C:10]=2[N:11]=[C:12]([CH3:18])[N:13]=1. The yield is 0.400. (2) The reactants are O.[OH-].[Li+].[CH:4]1([C@@:10]([C:38]([O:40]C)=[O:39])([CH3:37])[NH:11][C:12]([C:14]2[C:23]([NH:24][C:25]([NH:27][C:28]3[C:33]([CH3:34])=[CH:32][C:31]([CH3:35])=[CH:30][C:29]=3[CH3:36])=[O:26])=[CH:22][C:21]3[C:16](=[CH:17][CH:18]=[CH:19][CH:20]=3)[CH:15]=2)=[O:13])[CH2:9][CH2:8][CH2:7][CH2:6][CH2:5]1.CO.Cl. The catalyst is C1COCC1.O. The product is [CH:4]1([C@@:10]([C:38]([OH:40])=[O:39])([CH3:37])[NH:11][C:12]([C:14]2[C:23]([NH:24][C:25]([NH:27][C:28]3[C:33]([CH3:34])=[CH:32][C:31]([CH3:35])=[CH:30][C:29]=3[CH3:36])=[O:26])=[CH:22][C:21]3[C:16](=[CH:17][CH:18]=[CH:19][CH:20]=3)[CH:15]=2)=[O:13])[CH2:9][CH2:8][CH2:7][CH2:6][CH2:5]1. The yield is 0.880.